Dataset: Full USPTO retrosynthesis dataset with 1.9M reactions from patents (1976-2016). Task: Predict the reactants needed to synthesize the given product. (1) Given the product [CH2:1]([O:5][C:6]([C:8]1[N:9]=[C:10]([NH:20][C:21]2[CH:26]=[CH:25][CH:24]=[CH:23][CH:22]=2)[C:11]2[C:16]([C:17]=1[OH:18])=[CH:15][CH:14]=[CH:13][CH:12]=2)=[O:7])[CH2:2][CH2:3][CH3:4], predict the reactants needed to synthesize it. The reactants are: [CH2:1]([O:5][C:6]([C:8]1[N:9]=[C:10](Br)[C:11]2[C:16]([C:17]=1[OH:18])=[CH:15][CH:14]=[CH:13][CH:12]=2)=[O:7])[CH2:2][CH2:3][CH3:4].[NH2:20][C:21]1[CH:26]=[CH:25][CH:24]=[CH:23][CH:22]=1. (2) Given the product [CH3:23][O:22][C:10]1[CH:9]=[CH:8][C:7]2[C:6]3[C:15]4[N:14]5[C:13](=[N:18][CH:17]=[C:16]5[CH2:19][CH2:20][C:2]=4[CH:3]=[C:4]([O:24][Si:25]([CH:26]([CH3:27])[CH3:28])([CH:32]([CH3:34])[CH3:33])[CH:29]([CH3:30])[CH3:31])[CH:5]=3)[C:12]=2[CH:11]=1, predict the reactants needed to synthesize it. The reactants are: Br[C:2]1[C:15]2[N:14]3[C:16]([CH2:19][CH2:20]Cl)=[CH:17][N:18]=[C:13]3[C:12]3[CH:11]=[C:10]([O:22][CH3:23])[CH:9]=[CH:8][C:7]=3[C:6]=2[CH:5]=[C:4]([O:24][Si:25]([CH:32]([CH3:34])[CH3:33])([CH:29]([CH3:31])[CH3:30])[CH:26]([CH3:28])[CH3:27])[CH:3]=1.C([Mg]Cl)(C)C. (3) Given the product [Cl:1][C:2]1[CH:3]=[CH:4][C:5]2[N:10]=[CH:9][C:8](=[O:11])[NH:7][C:6]=2[N:12]=1, predict the reactants needed to synthesize it. The reactants are: [Cl:1][C:2]1[CH:3]=[CH:4][C:5]2[NH:10][CH2:9][C:8](=[O:11])[NH:7][C:6]=2[N:12]=1. (4) Given the product [Cl:18][C:16]1[CH:15]=[CH:14][C:13]([O:19][CH3:20])=[C:12]([C:5]2[N:4]([CH2:3][C:2]([NH2:1])=[O:21])[C:27](=[S:28])[NH:26][C:7](=[O:9])[CH:6]=2)[CH:17]=1, predict the reactants needed to synthesize it. The reactants are: [NH2:1][C:2](=[O:21])[CH2:3][NH:4]/[C:5](/[C:12]1[CH:17]=[C:16]([Cl:18])[CH:15]=[CH:14][C:13]=1[O:19][CH3:20])=[CH:6]\[C:7]([O:9]CC)=O.C[Si]([N:26]=[C:27]=[S:28])(C)C. (5) Given the product [F:30][C:25]1[CH:26]=[CH:27][CH:28]=[CH:29][C:24]=1[CH2:23][N:8]1[C:6]([C:4]2[N:3]=[CH:2][O:1][CH:5]=2)=[N:19][C:17]([C:12]2[CH:13]=[CH:14][CH:15]=[CH:16][N:11]=2)=[N:9]1.[F:30][C:25]1[CH:26]=[CH:27][CH:28]=[CH:29][C:24]=1[CH2:23][N:9]1[C:17]([C:12]2[CH:13]=[CH:14][CH:15]=[CH:16][N:11]=2)=[N:18][C:6]([C:4]2[N:3]=[CH:2][O:1][CH:5]=2)=[N:8]1, predict the reactants needed to synthesize it. The reactants are: [O:1]1[CH:5]=[C:4]([C:6]([NH:8][NH2:9])=O)[N:3]=[CH:2]1.Cl.[N:11]1[CH:16]=[CH:15][CH:14]=[CH:13][C:12]=1[C:17](=[NH:19])[NH2:18].[H-].[Na+].Br[CH2:23][C:24]1[CH:29]=[CH:28][CH:27]=[CH:26][C:25]=1[F:30]. (6) Given the product [I:16][CH2:17][CH2:18][CH2:19][CH2:20][CH2:21][CH2:22][N:12]1[C:11]2[CH:10]=[CH:9][CH:8]=[CH:7][C:6]=2[C:5]2[C:13]1=[CH:1][CH:2]=[CH:3][CH:4]=2, predict the reactants needed to synthesize it. The reactants are: [CH:1]1[C:13]2[NH:12][C:11]3[C:6](=[CH:7][CH:8]=[CH:9][CH:10]=3)[C:5]=2[CH:4]=[CH:3][CH:2]=1.[H-].[Na+].[I:16][CH2:17][CH2:18][CH2:19][CH2:20][CH2:21][CH2:22]I. (7) Given the product [CH2:1]([NH:8][C:9](=[N:11][C:12]#[N:13])[N:27]([CH2:28][CH3:29])[CH:24]1[CH2:23][CH2:22][N:21]([C:19]([O:18][C:14]([CH3:16])([CH3:15])[CH3:17])=[O:20])[CH2:26][CH2:25]1)[C:2]1[CH:7]=[CH:6][CH:5]=[CH:4][CH:3]=1, predict the reactants needed to synthesize it. The reactants are: [CH2:1]([NH:8][C:9]([NH:11][C:12]#[N:13])=S)[C:2]1[CH:7]=[CH:6][CH:5]=[CH:4][CH:3]=1.[C:14]([O:18][C:19]([N:21]1[CH2:26][CH2:25][CH:24]([NH:27][CH2:28][CH3:29])[CH2:23][CH2:22]1)=[O:20])([CH3:17])([CH3:16])[CH3:15].CN(C)CCCN=C=NCC. (8) The reactants are: [Cl:1][C:2]1[CH:3]=[C:4]([C:9]2([C:19]([F:22])([F:21])[F:20])[CH2:13][C:12]3[CH:14]=[C:15](I)[CH:16]=[CH:17][C:11]=3[O:10]2)[CH:5]=[C:6]([Cl:8])[CH:7]=1.O.[NH2:24][C:25]1[CH:26]=[C:27](B(O)O)[CH:28]=[CH:29][CH:30]=1.C([O-])([O-])=O.[K+].[K+]. Given the product [Cl:1][C:2]1[CH:3]=[C:4]([C:9]2([C:19]([F:22])([F:21])[F:20])[CH2:13][C:12]3[CH:14]=[C:15]([C:29]4[CH:30]=[C:25]([CH:26]=[CH:27][CH:28]=4)[NH2:24])[CH:16]=[CH:17][C:11]=3[O:10]2)[CH:5]=[C:6]([Cl:8])[CH:7]=1, predict the reactants needed to synthesize it. (9) Given the product [NH:1]1[CH2:4][CH:3]([C:5]2[CH:6]=[CH:7][C:8]([NH:11][C:12]3[C:13](=[O:20])[N:14]([CH3:19])[CH:15]=[C:16]([C:31]4[C:26]([CH2:25][OH:24])=[C:27]([N:41]5[CH2:53][CH2:52][C:51]6[N:50]7[C:45]([CH2:46][CH2:47][CH2:48][CH2:49]7)=[CH:44][C:43]=6[C:42]5=[O:54])[CH:28]=[CH:29][CH:30]=4)[CH:17]=3)=[N:9][CH:10]=2)[CH2:2]1, predict the reactants needed to synthesize it. The reactants are: [NH:1]1[CH2:4][CH:3]([C:5]2[CH:6]=[CH:7][C:8]([NH:11][C:12]3[C:13](=[O:20])[N:14]([CH3:19])[CH:15]=[C:16](Br)[CH:17]=3)=[N:9][CH:10]=2)[CH2:2]1.C([O:24][CH2:25][C:26]1[C:31](B2OC(C)(C)C(C)(C)O2)=[CH:30][CH:29]=[CH:28][C:27]=1[N:41]1[CH2:53][CH2:52][C:51]2[N:50]3[C:45]([CH2:46][CH2:47][CH2:48][CH2:49]3)=[CH:44][C:43]=2[C:42]1=[O:54])(=O)C.C(=O)([O-])[O-].[Na+].[Na+].O.[OH-].[Li+]. (10) Given the product [CH3:1][O:2][C:3]1[CH:10]=[CH:9][C:6]([CH2:7][NH:8][CH2:11][C:13]2[CH:14]=[C:15]([CH:20]=[CH:21][CH:22]=2)[C:16]([O:18][CH3:19])=[O:17])=[CH:5][CH:4]=1, predict the reactants needed to synthesize it. The reactants are: [CH3:1][O:2][C:3]1[CH:10]=[CH:9][C:6]([CH2:7][NH2:8])=[CH:5][CH:4]=1.[CH:11]([C:13]1[CH:14]=[C:15]([CH:20]=[CH:21][CH:22]=1)[C:16]([O:18][CH3:19])=[O:17])=O.C([BH3-])#N.[Na+].